This data is from Catalyst prediction with 721,799 reactions and 888 catalyst types from USPTO. The task is: Predict which catalyst facilitates the given reaction. (1) Reactant: [CH3:1][N:2]([CH3:44])[CH:3]1[CH2:8][CH2:7][CH:6]([C:9]([NH:11][C:12]2[C:16]3[CH:17]=[C:18]([O:21][C@@H:22]4[CH2:27][O:26][C@@H](C5C=CC=CC=5)[O:24][CH2:23]4)[CH:19]=[CH:20][C:15]=3[O:14][C:13]=2[C:34]([NH:36][C:37]2[CH:42]=[CH:41][C:40]([Cl:43])=[CH:39][N:38]=2)=[O:35])=[O:10])[CH2:5][CH2:4]1.Cl.C(=O)([O-])O.[Na+].C(=O)([O-])[O-].[K+].[K+]. Product: [CH3:1][N:2]([CH3:44])[CH:3]1[CH2:8][CH2:7][CH:6]([C:9]([NH:11][C:12]2[C:16]3[CH:17]=[C:18]([O:21][CH:22]([CH2:27][OH:26])[CH2:23][OH:24])[CH:19]=[CH:20][C:15]=3[O:14][C:13]=2[C:34]([NH:36][C:37]2[CH:42]=[CH:41][C:40]([Cl:43])=[CH:39][N:38]=2)=[O:35])=[O:10])[CH2:5][CH2:4]1. The catalyst class is: 7. (2) Reactant: [CH3:1][O:2][C:3]1[C:4]([O:12][CH2:13][CH2:14][CH3:15])=[C:5]([CH:9]=[CH:10][CH:11]=1)[CH2:6]CN.[C:16](Cl)(=[O:19])[CH:17]=[CH2:18].[CH2:21]([N:23](CC)CC)C. Product: [CH3:1][O:2][C:3]1[C:4]([O:12][CH2:13][CH2:14][CH3:15])=[C:5]([CH:9]=[CH:10][CH:11]=1)[CH2:6][N:23]([CH3:21])[C:16](=[O:19])[CH:17]=[CH2:18]. The catalyst class is: 2. (3) Reactant: [Cl:1][C:2]1[CH:8]=[CH:7][C:5]([NH2:6])=[CH:4][CH:3]=1.[C:9]12[C:15](=[CH:16][CH:17]=[CH:18][CH:19]=1)[NH:14]C(=O)O[C:10]2=[O:11]. Product: [NH2:14][C:15]1[CH:16]=[CH:17][CH:18]=[CH:19][C:9]=1[C:10]([NH:6][C:5]1[CH:7]=[CH:8][C:2]([Cl:1])=[CH:3][CH:4]=1)=[O:11]. The catalyst class is: 13. (4) Reactant: [F:1][C:2]1[CH:18]=[C:17]([CH:19]=[CH2:20])[CH:16]=[C:15]([F:21])[C:3]=1[O:4][C:5]1[CH:6]=[N:7][C:8]([C:11]([F:14])([F:13])[F:12])=[N:9][CH:10]=1.B1C2CCCC1CCC2.[OH-:31].[Na+].OO. Product: [F:21][C:15]1[CH:16]=[C:17]([CH2:19][CH2:20][OH:31])[CH:18]=[C:2]([F:1])[C:3]=1[O:4][C:5]1[CH:10]=[N:9][C:8]([C:11]([F:12])([F:13])[F:14])=[N:7][CH:6]=1. The catalyst class is: 1.